Dataset: Full USPTO retrosynthesis dataset with 1.9M reactions from patents (1976-2016). Task: Predict the reactants needed to synthesize the given product. (1) Given the product [N+:42]([C:39]1[CH:38]=[CH:37][C:36]([O:35][C:33]([N:2]2[CH2:7][CH2:6][CH:5]([C:8]3[CH:9]=[CH:10][C:11]([NH:14][C:15]([C:17]4[N:18]=[C:19]([C:26]5[CH:31]=[CH:30][CH:29]=[CH:28][CH:27]=5)[O:20][C:21]=4[C:22]([F:23])([F:24])[F:25])=[O:16])=[CH:12][CH:13]=3)[CH2:4][CH2:3]2)=[O:34])=[CH:41][CH:40]=1)([O-:44])=[O:43], predict the reactants needed to synthesize it. The reactants are: Cl.[NH:2]1[CH2:7][CH2:6][CH:5]([C:8]2[CH:13]=[CH:12][C:11]([NH:14][C:15]([C:17]3[N:18]=[C:19]([C:26]4[CH:31]=[CH:30][CH:29]=[CH:28][CH:27]=4)[O:20][C:21]=3[C:22]([F:25])([F:24])[F:23])=[O:16])=[CH:10][CH:9]=2)[CH2:4][CH2:3]1.Cl[C:33]([O:35][C:36]1[CH:41]=[CH:40][C:39]([N+:42]([O-:44])=[O:43])=[CH:38][CH:37]=1)=[O:34].N1C=CC=CC=1. (2) Given the product [F:8][C:9]([F:16])([F:15])[C:10]([N:1]=[C:2]1[CH:7]=[CH:6][CH:5]=[CH:4][NH:3]1)=[O:11], predict the reactants needed to synthesize it. The reactants are: [NH2:1][C:2]1[CH:7]=[CH:6][CH:5]=[CH:4][N:3]=1.[F:8][C:9]([F:16])([F:15])[C:10](OCC)=[O:11].CN(C1C=CC=CN=1)C. (3) Given the product [CH2:1]([O:5][CH2:6][CH2:7][O:8][C:9]1[CH:10]=[CH:11][C:12]([C:15]2[CH:16]=[CH:17][C:18]3[N:24]([CH2:25][CH2:26][CH3:27])[CH2:23][CH2:22][C:21]([C:28]([NH:30][C:31]4[CH:32]=[CH:33][C:34]([S:37]([CH2:38][CH2:39][N:40]5[CH:41]=[N:42][N:43]=[CH:44]5)=[O:54])=[CH:35][CH:36]=4)=[O:29])=[CH:20][C:19]=3[CH:45]=2)=[CH:13][CH:14]=1)[CH2:2][CH2:3][CH3:4], predict the reactants needed to synthesize it. The reactants are: [CH2:1]([O:5][CH2:6][CH2:7][O:8][C:9]1[CH:14]=[CH:13][C:12]([C:15]2[CH:16]=[CH:17][C:18]3[N:24]([CH2:25][CH2:26][CH3:27])[CH2:23][CH2:22][C:21]([C:28]([NH:30][C:31]4[CH:36]=[CH:35][C:34]([S:37][CH2:38][CH2:39][N:40]5[CH:44]=[N:43][N:42]=[CH:41]5)=[CH:33][CH:32]=4)=[O:29])=[CH:20][C:19]=3[CH:45]=2)=[CH:11][CH:10]=1)[CH2:2][CH2:3][CH3:4].ClC1C=CC=C(C(OO)=[O:54])C=1.S([O-])([O-])(=O)=S.[Na+].[Na+]. (4) Given the product [Cl:9][C:10]1[CH:29]=[CH:28][C:13]([NH:14][C:15]2[C:24]3[C:19](=[CH:20][C:21]([O:27][CH2:2][CH2:3][CH:4]4[O:8][CH2:7][CH2:6][O:5]4)=[C:22]([O:25][CH3:26])[CH:23]=3)[N:18]=[CH:17][N:16]=2)=[C:12]([F:30])[CH:11]=1, predict the reactants needed to synthesize it. The reactants are: Br[CH2:2][CH2:3][CH:4]1[O:8][CH2:7][CH2:6][O:5]1.[Cl:9][C:10]1[CH:29]=[CH:28][C:13]([NH:14][C:15]2[C:24]3[C:19](=[CH:20][C:21]([OH:27])=[C:22]([O:25][CH3:26])[CH:23]=3)[N:18]=[CH:17][N:16]=2)=[C:12]([F:30])[CH:11]=1.C(=O)([O-])[O-].[K+].[K+]. (5) The reactants are: [NH2:1][C:2]1[NH:6][N:5]=[C:4]([S:7][CH3:8])[C:3]=1[C:9]([NH2:11])=[O:10].N[C:13](N)=[O:14].[OH-].[Na+]. Given the product [CH3:8][S:7][C:4]1[C:3]2[C:9](=[O:10])[NH:11][C:13](=[O:14])[NH:1][C:2]=2[NH:6][N:5]=1, predict the reactants needed to synthesize it. (6) Given the product [C:24]([C@@H:22]([C@H:20]([C:19]([OH:28])=[O:27])[OH:21])[OH:23])([OH:26])=[O:25].[N:1]1([CH2:6][NH:7][C:8](=[O:18])[C@H:9]([CH2:16][CH3:17])[N:10]2[CH2:14][CH2:13][CH2:12][C:11]2=[O:15])[CH2:5][CH2:4][CH2:3][CH2:2]1, predict the reactants needed to synthesize it. The reactants are: [N:1]1([CH2:6][NH:7][C:8](=[O:18])[CH:9]([CH2:16][CH3:17])[N:10]2[CH2:14][CH2:13][CH2:12][C:11]2=[O:15])[CH2:5][CH2:4][CH2:3][CH2:2]1.[C:19]([OH:28])(=[O:27])[C@@H:20]([C@H:22]([C:24]([OH:26])=[O:25])[OH:23])[OH:21].CCCCCCC.CCCCCC.C(O)(C)C. (7) Given the product [C:45]([OH:46])([C:29]([F:32])([F:31])[F:30])=[O:36].[F:32][C:29]([F:31])([F:30])[C:25]1[CH:24]=[C:23]([NH:22][C:20]([N:16]2[C:17]3[C:13](=[CH:12][C:11]([O:10][C:4]4[C:5]5[CH2:9][N:8]([CH2:34][C:35]([OH:37])=[O:36])[CH2:7][C:6]=5[N:1]=[CH:2][N:3]=4)=[CH:19][CH:18]=3)[CH:14]=[CH:15]2)=[O:21])[CH:28]=[CH:27][CH:26]=1, predict the reactants needed to synthesize it. The reactants are: [N:1]1[C:6]2[CH2:7][NH:8][CH2:9][C:5]=2[C:4]([O:10][C:11]2[CH:12]=[C:13]3[C:17](=[CH:18][CH:19]=2)[N:16]([C:20]([NH:22][C:23]2[CH:28]=[CH:27][CH:26]=[C:25]([C:29]([F:32])([F:31])[F:30])[CH:24]=2)=[O:21])[CH:15]=[CH:14]3)=[N:3][CH:2]=1.Br[CH2:34][C:35]([O:37]C(C)(C)C)=[O:36].CN([CH:45]=[O:46])C.